Dataset: Full USPTO retrosynthesis dataset with 1.9M reactions from patents (1976-2016). Task: Predict the reactants needed to synthesize the given product. (1) The reactants are: [CH3:1][C:2]1[N:3]=[C:4]([C:15]2([OH:19])[CH2:18][O:17][CH2:16]2)[N:5]([CH2:7][O:8][CH2:9][CH2:10][Si:11]([CH3:14])([CH3:13])[CH3:12])[CH:6]=1.C1C(=O)N([I:27])C(=O)C1. Given the product [I:27][C:6]1[N:5]([CH2:7][O:8][CH2:9][CH2:10][Si:11]([CH3:13])([CH3:14])[CH3:12])[C:4]([C:15]2([OH:19])[CH2:18][O:17][CH2:16]2)=[N:3][C:2]=1[CH3:1], predict the reactants needed to synthesize it. (2) Given the product [CH2:1]([N:8]1[CH2:13][C:12](=[O:14])[NH:11][C:10]2[CH:15]=[C:16]([CH2:19][N:49]3[CH2:50][CH2:51][CH:46]([C:43]4[CH:42]=[CH:41][C:40]([Cl:39])=[CH:45][CH:44]=4)[CH2:47][CH2:48]3)[CH:17]=[N:18][C:9]1=2)[C:2]1[CH:7]=[CH:6][CH:5]=[CH:4][CH:3]=1, predict the reactants needed to synthesize it. The reactants are: [CH2:1]([N:8]1[CH2:13][C:12](=[O:14])[NH:11][C:10]2[CH:15]=[C:16]([CH2:19]O)[CH:17]=[N:18][C:9]1=2)[C:2]1[CH:7]=[CH:6][CH:5]=[CH:4][CH:3]=1.[I-].C(C[P+](C)(C)C)#N.C(N(C(C)C)C(C)C)C.Cl.[Cl:39][C:40]1[CH:45]=[CH:44][C:43]([CH:46]2[CH2:51][CH2:50][NH:49][CH2:48][CH2:47]2)=[CH:42][CH:41]=1. (3) Given the product [OH:2][C:3]1[CH:14]=[CH:13][C:6]([CH2:7][N:8]2[CH:12]=[CH:11][N:10]=[CH:9]2)=[CH:5][CH:4]=1, predict the reactants needed to synthesize it. The reactants are: C[O:2][C:3]1[CH:14]=[CH:13][C:6]([CH2:7][N:8]2[CH:12]=[CH:11][N:10]=[CH:9]2)=[CH:5][CH:4]=1.B(Br)(Br)Br. (4) Given the product [F:1][C:2]1[CH:3]=[C:4]([CH:29]=[CH:30][C:31]=1[F:32])[CH2:5][NH:6][C:7]([C:9]1[C:17]2[C:12](=[CH:13][CH:14]=[C:15]([NH2:18])[CH:16]=2)[N:11]([CH2:21][C:22]2[CH:27]=[CH:26][CH:25]=[CH:24][CH:23]=2)[C:10]=1[CH3:28])=[O:8], predict the reactants needed to synthesize it. The reactants are: [F:1][C:2]1[CH:3]=[C:4]([CH:29]=[CH:30][C:31]=1[F:32])[CH2:5][NH:6][C:7]([C:9]1[C:17]2[C:12](=[CH:13][CH:14]=[C:15]([N+:18]([O-])=O)[CH:16]=2)[N:11]([CH2:21][C:22]2[CH:27]=[CH:26][CH:25]=[CH:24][CH:23]=2)[C:10]=1[CH3:28])=[O:8]. (5) Given the product [C:36]([N:20]=[C:18]([NH2:19])[CH:11]([CH2:12][CH2:13][C:14]([F:17])([CH3:16])[CH3:15])[CH2:10][CH:9]([OH:21])[CH:8]([NH:22][C:23]([C:25]1[CH:34]=[N:33][C:32]2[C:27](=[CH:28][CH:29]=[CH:30][CH:31]=2)[N:26]=1)=[O:24])[CH2:1][C:2]1[CH:7]=[CH:6][CH:5]=[CH:4][CH:3]=1)#[N:35], predict the reactants needed to synthesize it. The reactants are: [CH2:1]([CH:8]([NH:22][C:23]([C:25]1[CH:34]=[N:33][C:32]2[C:27](=[CH:28][CH:29]=[CH:30][CH:31]=2)[N:26]=1)=[O:24])[CH:9]([OH:21])[CH2:10][CH:11]([C:18](=[NH:20])[NH2:19])[CH2:12][CH2:13][C:14]([F:17])([CH3:16])[CH3:15])[C:2]1[CH:7]=[CH:6][CH:5]=[CH:4][CH:3]=1.[N:35]#[C:36]Br. (6) Given the product [C:1]([N:4]1[CH2:9][CH2:8][N:7]([C:10]2[CH:11]=[C:12]([O:34][CH3:35])[C:13]([NH:19][C:20]3[N:25]=[C:24]([N:26]4[CH:30]=[C:29]([CH2:31][N:37]5[CH2:40][CH2:39][CH2:38]5)[CH:28]=[N:27]4)[C:23]([CH3:33])=[CH:22][N:21]=3)=[CH:14][C:15]=2[NH:16][C:12](=[O:34])[CH:11]=[CH2:10])[CH2:6][CH2:5]1)(=[O:3])[CH3:2], predict the reactants needed to synthesize it. The reactants are: [C:1]([N:4]1[CH2:9][CH2:8][N:7]([C:10]2[C:15]([N+:16]([O-])=O)=[CH:14][C:13]([NH:19][C:20]3[N:25]=[C:24]([N:26]4[CH:30]=[C:29]([CH:31]=O)[CH:28]=[N:27]4)[C:23]([CH3:33])=[CH:22][N:21]=3)=[C:12]([O:34][CH3:35])[CH:11]=2)[CH2:6][CH2:5]1)(=[O:3])[CH3:2].Cl.[NH:37]1[CH2:40][CH2:39][CH2:38]1. (7) The reactants are: CON(C)[C:4]([C:6]1([NH:9][C:10](=[O:19])[O:11][CH2:12][C:13]2[CH:18]=[CH:17][CH:16]=[CH:15][CH:14]=2)[CH2:8][CH2:7]1)=[O:5].[H-].[H-].[H-].[H-].[Li+].[Al+3]. Given the product [CH:4]([C:6]1([NH:9][C:10](=[O:19])[O:11][CH2:12][C:13]2[CH:18]=[CH:17][CH:16]=[CH:15][CH:14]=2)[CH2:7][CH2:8]1)=[O:5], predict the reactants needed to synthesize it.